Task: Predict the product of the given reaction.. Dataset: Forward reaction prediction with 1.9M reactions from USPTO patents (1976-2016) (1) Given the reactants [Cl:1][C:2]1[CH:3]=[C:4]([CH:9]2[CH2:13][N:12]([C:14]([N:16]3[CH2:21][CH2:20][N:19]([S:22]([CH3:25])(=[O:24])=[O:23])[CH2:18][CH2:17]3)=[O:15])[CH2:11][CH:10]2[C:26]#[N:27])[CH:5]=[CH:6][C:7]=1[Cl:8], predict the reaction product. The product is: [NH2:27][CH2:26][CH:10]1[CH:9]([C:4]2[CH:5]=[CH:6][C:7]([Cl:8])=[C:2]([Cl:1])[CH:3]=2)[CH2:13][N:12]([C:14]([N:16]2[CH2:21][CH2:20][N:19]([S:22]([CH3:25])(=[O:23])=[O:24])[CH2:18][CH2:17]2)=[O:15])[CH2:11]1. (2) The product is: [NH2:8][C:6]1[CH:5]=[C:4]([Cl:11])[C:3]([C:12]([CH3:15])([CH3:16])[C:13]#[N:14])=[C:2]([Cl:1])[CH:7]=1. Given the reactants [Cl:1][C:2]1[CH:7]=[C:6]([N+:8]([O-])=O)[CH:5]=[C:4]([Cl:11])[C:3]=1[C:12]([CH3:16])([CH3:15])[C:13]#[N:14], predict the reaction product. (3) Given the reactants [CH:1]([C:3]1[CH:8]=[CH:7][C:6]([C:9]#[N:10])=[C:5]([O:11][CH3:12])[CH:4]=1)=C.N1C(C)=CC=CC=1C.I([O-])(=O)(=O)=[O:22].[Na+], predict the reaction product. The product is: [C:9]([C:6]1[CH:7]=[CH:8][C:3]([CH:1]=[O:22])=[CH:4][C:5]=1[O:11][CH3:12])#[N:10]. (4) Given the reactants [Br:1][C:2]1[CH:8]=[CH:7][C:5]([NH2:6])=[C:4]([CH3:9])[CH:3]=1.[N:10]([O-])=O.[Na+].[ClH:14], predict the reaction product. The product is: [ClH:14].[Br:1][C:2]1[CH:8]=[CH:7][C:5]([NH:6][NH2:10])=[C:4]([CH3:9])[CH:3]=1. (5) Given the reactants [C:1]1([C:7]2[CH:11]([C:12]3[CH:17]=[CH:16][CH:15]=[CH:14][CH:13]=3)[C:10](=[S:18])[NH:9][N:8]=2)[CH:6]=[CH:5][CH:4]=[CH:3][CH:2]=1.Br[CH2:20][CH2:21][O:22][CH2:23][CH3:24].C([O-])([O-])=O.[K+].[K+].O, predict the reaction product. The product is: [CH2:21]([O:22][CH2:23][CH2:24][S:18][C:10]1[NH:9][N:8]=[C:7]([C:1]2[CH:2]=[CH:3][CH:4]=[CH:5][CH:6]=2)[C:11]=1[C:12]1[CH:13]=[CH:14][CH:15]=[CH:16][CH:17]=1)[CH3:20]. (6) The product is: [CH2:1]([O:5][CH2:6][CH2:7][O:8][C:9]1[CH:10]=[CH:11][C:12]([C:15]2[CH:20]=[CH:19][C:18]([N:21]3[CH2:22][CH2:23][O:24][CH2:25][CH2:26]3)=[C:17](/[CH:27]=[CH:28]/[C:29]([NH:58][C:57]3[CH:56]=[CH:55][C:54]([S@:52]([CH2:51][C:50]4[N:46]([CH2:43][CH2:44][CH3:45])[CH:47]=[N:48][CH:49]=4)=[O:53])=[CH:60][CH:59]=3)=[O:30])[CH:16]=2)=[CH:13][CH:14]=1)[CH2:2][CH2:3][CH3:4]. Given the reactants [CH2:1]([O:5][CH2:6][CH2:7][O:8][C:9]1[CH:14]=[CH:13][C:12]([C:15]2[CH:20]=[CH:19][C:18]([N:21]3[CH2:26][CH2:25][O:24][CH2:23][CH2:22]3)=[C:17](/[CH:27]=[CH:28]/[C:29](O)=[O:30])[CH:16]=2)=[CH:11][CH:10]=1)[CH2:2][CH2:3][CH3:4].CN(C=O)C.C(Cl)(=O)C(Cl)=O.[CH2:43]([N:46]1[C:50]([CH2:51][S@@:52]([C:54]2[CH:60]=[CH:59][C:57]([NH2:58])=[CH:56][CH:55]=2)=[O:53])=[CH:49][N:48]=[CH:47]1)[CH2:44][CH3:45], predict the reaction product. (7) Given the reactants [C:1]([C:5]1[CH:10]=[CH:9][C:8]([S:11]([NH:14][C:15]2[CH:16]=[C:17]3[C:21](=[CH:22][CH:23]=2)[NH:20][C:19]([C:24]([OH:26])=O)=[C:18]3[C:27]2[CH:28]=[N:29][CH:30]=[CH:31][CH:32]=2)(=[O:13])=[O:12])=[CH:7][CH:6]=1)([CH3:4])([CH3:3])[CH3:2].[CH3:33][N:34]([CH3:38])[CH2:35][CH2:36][NH2:37], predict the reaction product. The product is: [CH3:33][N:34]([CH3:38])[CH2:35][CH2:36][NH:37][C:24]([C:19]1[NH:20][C:21]2[C:17]([C:18]=1[C:27]1[CH:28]=[N:29][CH:30]=[CH:31][CH:32]=1)=[CH:16][C:15]([NH:14][S:11]([C:8]1[CH:7]=[CH:6][C:5]([C:1]([CH3:4])([CH3:2])[CH3:3])=[CH:10][CH:9]=1)(=[O:12])=[O:13])=[CH:23][CH:22]=2)=[O:26]. (8) Given the reactants [CH2:1]([C:5]1[CH:14]=[C:13]2[C:8]([CH2:9][CH2:10][C:11]3[N:12]2[C:15]([C:21]2[CH:25]=[CH:24][S:23][CH:22]=2)=[N:16][C:17]=3[C:18](O)=[O:19])=[CH:7][C:6]=1[O:26][CH3:27])[CH:2]([CH3:4])[CH3:3].C(Cl)Cl.C(P1(=O)OP(=O)(CCC)OP(=O)(CCC)O1)CC.[CH3:49][C:50]1([CH3:56])[CH2:55][O:54][CH2:53][CH2:52][NH:51]1.C(N(C(C)C)C(C)C)C, predict the reaction product. The product is: [CH3:49][C:50]1([CH3:56])[N:51]([C:18]([C:17]2[N:16]=[C:15]([C:21]3[CH:25]=[CH:24][S:23][CH:22]=3)[N:12]3[C:13]4[C:8](=[CH:7][C:6]([O:26][CH3:27])=[C:5]([CH2:1][CH:2]([CH3:3])[CH3:4])[CH:14]=4)[CH2:9][CH2:10][C:11]=23)=[O:19])[CH2:52][CH2:53][O:54][CH2:55]1. (9) Given the reactants [F:1][C:2]([Si](C)(C)C)([F:4])[F:3].[Cl:9][C:10]1[CH:15]=[C:14]([O:16][CH3:17])[CH:13]=[CH:12][C:11]=1[CH:18]([CH3:32])[C:19]([C:21]1[CH:22]=[CH:23][C:24]2[O:28][C:27](=[O:29])[N:26]([CH3:30])[C:25]=2[CH:31]=1)=[O:20].O.O.O.[F-].C([N+](CCCC)(CCCC)CCCC)CCC.[F-].C([N+](CCCC)(CCCC)CCCC)CCC, predict the reaction product. The product is: [Cl:9][C:10]1[CH:15]=[C:14]([O:16][CH3:17])[CH:13]=[CH:12][C:11]=1[CH:18]([CH3:32])[C:19]([C:21]1[CH:22]=[CH:23][C:24]2[O:28][C:27](=[O:29])[N:26]([CH3:30])[C:25]=2[CH:31]=1)([OH:20])[C:2]([F:4])([F:3])[F:1]. (10) Given the reactants [F:1][C:2]1[CH:3]=[C:4]([C:11]2[O:12][C:13]3[C:18]([C:19](=[O:21])[CH:20]=2)=[CH:17][CH:16]=[CH:15][CH:14]=3)[CH:5]=[C:6]([F:10])[C:7]=1[O:8]C.CC(O)=O.O, predict the reaction product. The product is: [F:10][C:6]1[CH:5]=[C:4]([C:11]2[O:12][C:13]3[C:18]([C:19](=[O:21])[CH:20]=2)=[CH:17][CH:16]=[CH:15][CH:14]=3)[CH:3]=[C:2]([F:1])[C:7]=1[OH:8].